Predict the reaction yield, written as a fraction of the theoretical maximum amount of product (1.0 means a 100% yield; for example, 0.34 means a 34% yield). From a dataset of Reaction yield outcomes from USPTO patents with 853,638 reactions. (1) The reactants are Cl.[CH3:2][O:3][NH2:4].[F:5][C:6]1[CH:7]=[C:8]([CH:31]=[CH:32][CH:33]=1)[CH2:9][N:10]1[C:22]2[CH2:21][CH2:20][C@@H:19]([NH:23][C:24](=[O:28])[CH:25]([CH3:27])[CH3:26])[CH2:18][C:17]=2[C:16]2[C:11]1=[CH:12][CH:13]=[C:14]([CH:29]=O)[CH:15]=2. The catalyst is N1C=CC=CC=1.CCOC(C)=O. The product is [F:5][C:6]1[CH:7]=[C:8]([CH:31]=[CH:32][CH:33]=1)[CH2:9][N:10]1[C:22]2[CH2:21][CH2:20][C@@H:19]([NH:23][C:24](=[O:28])[CH:25]([CH3:26])[CH3:27])[CH2:18][C:17]=2[C:16]2[C:11]1=[CH:12][CH:13]=[C:14]([CH:29]=[N:4][O:3][CH3:2])[CH:15]=2. The yield is 0.100. (2) The reactants are [CH3:1][O:2][C:3]1[C:8]([O:9][CH3:10])=[C:7]([O:11][CH3:12])[CH:6]=[C:5]([CH3:13])[C:4]=1[CH:14]([C:16]1[C:17]([O:24][CH3:25])=[N:18][CH:19]=[C:20]([Cl:23])[C:21]=1[Cl:22])[OH:15]. The catalyst is C1(C)C=CC=CC=1.[O-2].[O-2].[Mn+4]. The product is [CH3:1][O:2][C:3]1[C:8]([O:9][CH3:10])=[C:7]([O:11][CH3:12])[CH:6]=[C:5]([CH3:13])[C:4]=1[C:14]([C:16]1[C:17]([O:24][CH3:25])=[N:18][CH:19]=[C:20]([Cl:23])[C:21]=1[Cl:22])=[O:15]. The yield is 0.650. (3) The reactants are [NH2:1][C:2]1[CH:6]=[CH:5][S:4][C:3]=1[C:7]([O:9]C)=O.[O:11]1[CH:15]=[CH:14][N:13]=[C:12]1[C:16]#[N:17].CC(C)([O-])C.[K+]. The catalyst is O1CCCC1. The product is [O:11]1[CH:15]=[CH:14][N:13]=[C:12]1[C:16]1[N:17]=[C:7]([OH:9])[C:3]2[S:4][CH:5]=[CH:6][C:2]=2[N:1]=1. The yield is 0.430. (4) The yield is 0.380. The product is [NH2:1][C:2]1[N:6]([C:31]([O:30][CH2:29][CH3:28])=[O:32])[N:5]=[C:4]2[C:7]([CH3:18])([CH3:17])[N:8]([C:10]([O:12][C:13]([CH3:16])([CH3:15])[CH3:14])=[O:11])[CH2:9][C:3]=12. The catalyst is C1COCC1. The reactants are [NH2:1][C:2]1[NH:6][N:5]=[C:4]2[C:7]([CH3:18])([CH3:17])[N:8]([C:10]([O:12][C:13]([CH3:16])([CH3:15])[CH3:14])=[O:11])[CH2:9][C:3]=12.C(N(CC)C(C)C)(C)C.[CH3:28][CH2:29][O:30][C:31](C)=[O:32].